Dataset: Reaction yield outcomes from USPTO patents with 853,638 reactions. Task: Predict the reaction yield, written as a fraction of the theoretical maximum amount of product (1.0 means a 100% yield; for example, 0.34 means a 34% yield). The reactants are Br[C:2]1[S:3][CH:4]=[CH:5][C:6]=1[C:7]([O:9]C)=O.[NH2:11][C:12]1[CH:17]=[CH:16][CH:15]=[CH:14][C:13]=1B(O)O.C([O-])(=O)C.[Na+]. The catalyst is CN(C=O)C.C1C=CC(P(C2C=CC=CC=2)[C-]2C=CC=C2)=CC=1.C1C=CC(P(C2C=CC=CC=2)[C-]2C=CC=C2)=CC=1.Cl[Pd]Cl.[Fe+2]. The product is [S:3]1[C:2]2[C:17]3[CH:16]=[CH:15][CH:14]=[CH:13][C:12]=3[NH:11][C:7](=[O:9])[C:6]=2[CH:5]=[CH:4]1. The yield is 0.120.